Dataset: Catalyst prediction with 721,799 reactions and 888 catalyst types from USPTO. Task: Predict which catalyst facilitates the given reaction. (1) Reactant: [NH2:1][CH:2]([C:27]1[C:36]2[C:31](=[CH:32][CH:33]=[C:34]([O:37][CH3:38])[CH:35]=2)[N:30]=[CH:29][C:28]=1[F:39])[CH2:3][CH2:4][CH:5]1[CH2:10][CH2:9][N:8]([CH2:11][CH2:12][S:13][C:14]2[CH:19]=[C:18]([F:20])[CH:17]=[CH:16][C:15]=2[F:21])[CH2:7][CH:6]1[CH2:22][C:23]([O:25]C)=[O:24].[OH-].[Na+].O1CCOCC1.[ClH:48]. Product: [ClH:48].[NH2:1][CH:2]([C:27]1[C:36]2[C:31](=[CH:32][CH:33]=[C:34]([O:37][CH3:38])[CH:35]=2)[N:30]=[CH:29][C:28]=1[F:39])[CH2:3][CH2:4][CH:5]1[CH2:10][CH2:9][N:8]([CH2:11][CH2:12][S:13][C:14]2[CH:19]=[C:18]([F:20])[CH:17]=[CH:16][C:15]=2[F:21])[CH2:7][CH:6]1[CH2:22][C:23]([OH:25])=[O:24]. The catalyst class is: 283. (2) Reactant: [NH2:1][C:2]1[CH:7]=[CH:6][C:5]([CH3:8])=[CH:4][N:3]=1.[Al](Cl)(C)C.[CH3:13][N:14]([CH3:42])[C:15]([C:17]1[O:18][C:19]2[CH:25]=[C:24]([C:26](OCC)=[O:27])[CH:23]=[C:22]([O:31][C:32]3[CH:37]=[CH:36][C:35]([S:38]([CH3:41])(=[O:40])=[O:39])=[CH:34][CH:33]=3)[C:20]=2[CH:21]=1)=[O:16]. Product: [CH3:13][N:14]([CH3:42])[C:15]([C:17]1[O:18][C:19]2[CH:25]=[C:24]([C:26]([NH:1][C:2]3[CH:7]=[CH:6][C:5]([CH3:8])=[CH:4][N:3]=3)=[O:27])[CH:23]=[C:22]([O:31][C:32]3[CH:37]=[CH:36][C:35]([S:38]([CH3:41])(=[O:40])=[O:39])=[CH:34][CH:33]=3)[C:20]=2[CH:21]=1)=[O:16]. The catalyst class is: 26. (3) Product: [OH:14][C:15]1[CH:16]=[C:7]([OH:6])[CH:8]=[CH:9][C:10]=1[CH:11]([CH3:18])[CH2:12][C:13]([O:24][CH3:23])=[O:17]. The catalyst class is: 5. Reactant: S(=O)(=O)(O)O.[OH:6][C:7]1[CH:16]=[C:15]2[C:10]([CH:11]([CH3:18])[CH2:12][C:13](=[O:17])[O:14]2)=[CH:9][CH:8]=1.C(Cl)(Cl)Cl.[C:23]([O-])(O)=[O:24].[Na+]. (4) Product: [N:24]1[N:23]([CH2:22][C@H:21]([N:13]2[C:12](=[O:30])[C:11]3[C:16](=[CH:17][C:18]4[C:19](=[O:20])[N:6]([C@H:3]([CH2:4][CH3:5])[CH2:2][N:34]5[CH:33]=[N:32][N:31]=[CH:35]5)[CH:7]=[N:8][C:9]=4[CH:10]=3)[N:15]=[CH:14]2)[CH2:28][CH3:29])[N:27]=[N:26][CH:25]=1. The catalyst class is: 1. Reactant: O[CH2:2][C@H:3]([N:6]1[C:19](=[O:20])[C:18]2[C:9](=[CH:10][C:11]3[C:12](=[O:30])[N:13]([C@H:21]([CH2:28][CH3:29])[CH2:22][N:23]4[N:27]=[N:26][CH:25]=[N:24]4)[CH:14]=[N:15][C:16]=3[CH:17]=2)[N:8]=[CH:7]1)[CH2:4][CH3:5].[NH:31]1[CH:35]=[N:34][C:33](C(OC)=O)=[N:32]1.C1(P(C2C=CC=CC=2)C2C=CC=CC=2)C=CC=CC=1.CC(OC(/N=N/C(OC(C)C)=O)=O)C. (5) Reactant: [NH2:1][C:2]1[C:3]([C:11]([O:13][CH3:14])=[O:12])=[N:4][C:5]([O:8][CH2:9][CH3:10])=[CH:6][CH:7]=1.[Cl:15]N1C(=O)CCC1=O. Product: [NH2:1][C:2]1[C:3]([C:11]([O:13][CH3:14])=[O:12])=[N:4][C:5]([O:8][CH2:9][CH3:10])=[CH:6][C:7]=1[Cl:15]. The catalyst class is: 9.